Dataset: Forward reaction prediction with 1.9M reactions from USPTO patents (1976-2016). Task: Predict the product of the given reaction. (1) The product is: [NH2:23][C:20]1[CH:19]=[CH:18][C:17]([CH:12]2[CH2:13][CH2:14][C:15](=[O:16])[CH:11]2[C:8]2[CH:7]=[CH:6][C:5]([C:1]([CH3:4])([CH3:3])[CH3:2])=[CH:10][CH:9]=2)=[CH:22][CH:21]=1. Given the reactants [C:1]([C:5]1[CH:10]=[CH:9][C:8]([CH:11]2[C:15](=[O:16])[CH2:14][CH2:13][CH:12]2[C:17]2[CH:22]=[CH:21][C:20]([NH:23]C(=O)OC(C)(C)C)=[CH:19][CH:18]=2)=[CH:7][CH:6]=1)([CH3:4])([CH3:3])[CH3:2], predict the reaction product. (2) The product is: [C:32]1([CH3:31])[CH:37]=[CH:36][C:35]([O:1][C:2]2[CH:7]=[CH:6][C:5]([O:8][C:9]([N:11]3[CH2:16][CH2:15][CH:14]([O:17][C:18]4[CH:19]=[CH:20][C:21]([CH2:24][C:25]([O:27][CH2:28][CH:29]=[CH2:30])=[O:26])=[CH:22][CH:23]=4)[CH2:13][CH2:12]3)=[O:10])=[CH:4][CH:3]=2)=[CH:34][CH:33]=1. Given the reactants [OH:1][C:2]1[CH:7]=[CH:6][C:5]([O:8][C:9]([N:11]2[CH2:16][CH2:15][CH:14]([O:17][C:18]3[CH:23]=[CH:22][C:21]([CH2:24][C:25]([O:27][CH2:28][CH:29]=[CH2:30])=[O:26])=[CH:20][CH:19]=3)[CH2:13][CH2:12]2)=[O:10])=[CH:4][CH:3]=1.[CH3:31][C:32]1[CH:37]=[CH:36][C:35](B(O)O)=[CH:34][CH:33]=1, predict the reaction product. (3) Given the reactants [CH2:1]([CH:8]1[CH2:13][CH2:12][N:11]([CH2:14][CH2:15][CH2:16][N:17]([C:27]2[CH:32]=[CH:31][CH:30]=[CH:29][CH:28]=2)[C:18]([NH:20][CH:21]2[CH2:26][CH2:25][NH:24][CH2:23][CH2:22]2)=[O:19])[CH2:10][CH2:9]1)[C:2]1[CH:7]=[CH:6][CH:5]=[CH:4][CH:3]=1.C(N(CC)CC)C.[C:40](Cl)(=[O:42])[CH3:41].C(=O)([O-])O.[Na+], predict the reaction product. The product is: [C:40]([N:24]1[CH2:25][CH2:26][CH:21]([NH:20][C:18](=[O:19])[N:17]([CH2:16][CH2:15][CH2:14][N:11]2[CH2:10][CH2:9][CH:8]([CH2:1][C:2]3[CH:3]=[CH:4][CH:5]=[CH:6][CH:7]=3)[CH2:13][CH2:12]2)[C:27]2[CH:28]=[CH:29][CH:30]=[CH:31][CH:32]=2)[CH2:22][CH2:23]1)(=[O:42])[CH3:41]. (4) Given the reactants [Br:1][CH2:2][C:3]([C:5]1[CH:9]=[CH:8][S:7][CH:6]=1)=[O:4].[C:10]([O:14][C:15]([NH:17][CH:18]([C:30]1[CH:35]=[CH:34][CH:33]=[CH:32][CH:31]=1)[C:19]([O:21][C@@H:22]1[CH:27]2[CH2:28][CH2:29][N:24]([CH2:25][CH2:26]2)[CH2:23]1)=[O:20])=[O:16])([CH3:13])([CH3:12])[CH3:11].CCOCC, predict the reaction product. The product is: [Br-:1].[C:10]([O:14][C:15]([NH:17][CH:18]([C:30]1[CH:35]=[CH:34][CH:33]=[CH:32][CH:31]=1)[C:19]([O:21][C@@H:22]1[CH:27]2[CH2:28][CH2:29][N+:24]([CH2:2][C:3](=[O:4])[C:5]3[CH:9]=[CH:8][S:7][CH:6]=3)([CH2:25][CH2:26]2)[CH2:23]1)=[O:20])=[O:16])([CH3:13])([CH3:11])[CH3:12]. (5) Given the reactants [C:1]1([CH:8]=[CH:7][C:5]([OH:6])=[CH:4][CH:3]=1)O.C(OC[CH2:13][CH2:14][NH2:15])=C.C=O, predict the reaction product. The product is: [O:6]1[C:5]2[CH:4]=[CH:3][CH:1]=[CH:8][C:7]=2[CH:13]=[CH:14][NH:15]1. (6) Given the reactants [CH3:1][O:2][C:3]1[CH:12]=[C:11]2[C:6]([CH2:7][CH2:8][C:9](=O)[CH2:10]2)=[CH:5][CH:4]=1.[CH2:14]([NH2:17])[CH2:15][CH3:16].C(O[BH-](OC(=O)C)OC(=O)C)(=O)C.[Na+].[Cl:32]C(Cl)C, predict the reaction product. The product is: [ClH:32].[CH3:1][O:2][C:3]1[CH:12]=[C:11]2[C:6]([CH2:7][CH2:8][CH:9]([NH:17][CH2:14][CH2:15][CH3:16])[CH2:10]2)=[CH:5][CH:4]=1. (7) Given the reactants [CH2:1]([C:8]1[CH:9]=[N:10][C:11]2[C:16]([C:17]=1[C:18]1[CH:19]=[C:20]([NH2:24])[CH:21]=[CH:22][CH:23]=1)=[CH:15][CH:14]=[CH:13][C:12]=2[C:25]([F:28])([F:27])[F:26])[C:2]1[CH:7]=[CH:6][CH:5]=[CH:4][CH:3]=1.[S:29]1[CH:33]=[C:32]([CH:34]=O)[C:31]2[CH:36]=[CH:37][CH:38]=[CH:39][C:30]1=2, predict the reaction product. The product is: [S:29]1[C:30]2[CH:39]=[CH:38][CH:37]=[CH:36][C:31]=2[C:32]([CH2:34][NH:24][C:20]2[CH:21]=[CH:22][CH:23]=[C:18]([C:17]3[C:16]4[C:11](=[C:12]([C:25]([F:28])([F:26])[F:27])[CH:13]=[CH:14][CH:15]=4)[N:10]=[CH:9][C:8]=3[CH2:1][C:2]3[CH:3]=[CH:4][CH:5]=[CH:6][CH:7]=3)[CH:19]=2)=[CH:33]1. (8) Given the reactants Cl.[NH2:2][C@@H:3]1[CH2:8][CH2:7][C@H:6]([NH:9][C:10]([C:12]2[C:16]3=[N:17][CH:18]=[CH:19][C:20]([C:21]4[CH:26]=[C:25]([O:27][CH3:28])[CH:24]=[CH:23][C:22]=4[O:29][CH2:30][CH:31]4[CH2:33][CH2:32]4)=[C:15]3[NH:14][C:13]=2[CH3:34])=[O:11])[CH2:5][CH2:4]1.[C:35](Cl)(=[O:38])[CH2:36][CH3:37], predict the reaction product. The product is: [CH:31]1([CH2:30][O:29][C:22]2[CH:23]=[CH:24][C:25]([O:27][CH3:28])=[CH:26][C:21]=2[C:20]2[CH:19]=[CH:18][N:17]=[C:16]3[C:12]([C:10]([NH:9][C@H:6]4[CH2:7][CH2:8][C@@H:3]([NH:2][C:35](=[O:38])[CH2:36][CH3:37])[CH2:4][CH2:5]4)=[O:11])=[C:13]([CH3:34])[NH:14][C:15]=23)[CH2:32][CH2:33]1. (9) Given the reactants C[O:2][C:3](=[O:16])[C:4]1[CH:9]=[CH:8][C:7]([NH:10][S:11]([CH3:14])(=[O:13])=[O:12])=[CH:6][C:5]=1[Cl:15].[OH-].[Li+], predict the reaction product. The product is: [Cl:15][C:5]1[CH:6]=[C:7]([NH:10][S:11]([CH3:14])(=[O:13])=[O:12])[CH:8]=[CH:9][C:4]=1[C:3]([OH:16])=[O:2].